From a dataset of Reaction yield outcomes from USPTO patents with 853,638 reactions. Predict the reaction yield, written as a fraction of the theoretical maximum amount of product (1.0 means a 100% yield; for example, 0.34 means a 34% yield). (1) The product is [NH2:11][C@H:12]1[CH2:17][CH2:16][N:15]([C:18]2[O:19][CH:20]=[C:21]([C:23]([O:25][CH2:26][CH3:27])=[O:24])[N:22]=2)[CH2:14][C@H:13]1[O:28][CH3:29]. The reactants are C(OC([NH:11][C@H:12]1[CH2:17][CH2:16][N:15]([C:18]2[O:19][CH:20]=[C:21]([C:23]([O:25][CH2:26][CH3:27])=[O:24])[N:22]=2)[CH2:14][C@H:13]1[O:28][CH3:29])=O)C1C=CC=CC=1. The catalyst is [Pd].C(O)C. The yield is 1.00. (2) The reactants are [N+:1]([C:4]1[S:8][C:7]([C:9]([OH:11])=O)=[CH:6][CH:5]=1)([O-:3])=[O:2].O=S(Cl)Cl.[NH2:16][C:17]1[CH:22]=[CH:21][N:20]=[CH:19][C:18]=1[OH:23].C([O-])([O-])=O.[Na+].[Na+]. The catalyst is N1C=CC=CC=1.O.CC(O)=O. The product is [OH:23][C:18]1[CH:19]=[N:20][CH:21]=[CH:22][C:17]=1[NH:16][C:9]([C:7]1[S:8][C:4]([N+:1]([O-:3])=[O:2])=[CH:5][CH:6]=1)=[O:11]. The yield is 0.780. (3) The reactants are [F:1][CH:2]([F:21])[O:3][C:4]1[CH:5]=[C:6]([NH:14][CH2:15][C:16]2[S:20][CH:19]=[N:18][CH:17]=2)[CH:7]=[CH:8][C:9]=1[O:10][CH:11]([F:13])[F:12].[C:22]([O:26][C:27](=[O:35])[C:28]1[CH:33]=[CH:32][C:31](Br)=[CH:30][CH:29]=1)([CH3:25])([CH3:24])[CH3:23].P(C(C)(C)C)(C(C)(C)C)C(C)(C)C. The catalyst is C1C=CC(/C=C/C(/C=C/C2C=CC=CC=2)=O)=CC=1.C1C=CC(/C=C/C(/C=C/C2C=CC=CC=2)=O)=CC=1.C1C=CC(/C=C/C(/C=C/C2C=CC=CC=2)=O)=CC=1.[Pd].[Pd].CNC. The product is [C:22]([O:26][C:27](=[O:35])[C:28]1[CH:33]=[CH:32][C:31]([N:14]([C:6]2[CH:7]=[CH:8][C:9]([O:10][CH:11]([F:12])[F:13])=[C:4]([O:3][CH:2]([F:1])[F:21])[CH:5]=2)[CH2:15][C:16]2[S:20][CH:19]=[N:18][CH:17]=2)=[CH:30][CH:29]=1)([CH3:25])([CH3:23])[CH3:24]. The yield is 0.790. (4) The reactants are [OH-].[Na+].C([O:5][C:6](=[O:21])[CH2:7][C:8]([NH:10][C:11]1[CH:16]=[CH:15][CH:14]=[CH:13][C:12]=1[S:17](=[O:20])(=[O:19])[NH2:18])=O)C.Cl. The catalyst is O. The product is [O:19]=[S:17]1(=[O:20])[C:12]2[CH:13]=[CH:14][CH:15]=[CH:16][C:11]=2[NH:10][C:8]([CH2:7][C:6]([OH:5])=[O:21])=[N:18]1. The yield is 0.717. (5) The reactants are C([BH3-])#N.[Na+].C[Si](Cl)(C)C.[CH2:10]([S:12][C:13]1[N:14]([CH3:31])[N:15]=[C:16]2[C:21]=1[CH:20]=[CH:19][CH:18]=[C:17]2[C:22]1[C:27]([CH3:28])=[CH:26][C:25]([CH3:29])=[CH:24][C:23]=1[CH3:30])[CH3:11].[OH-:32].[Na+].C1C[O:37]CC1. No catalyst specified. The product is [CH2:10]([S:12]([C:13]1[N:14]([CH3:31])[N:15]=[C:16]2[C:21]=1[CH:20]=[CH:19][CH:18]=[C:17]2[C:22]1[C:23]([CH3:30])=[CH:24][C:25]([CH3:29])=[CH:26][C:27]=1[CH3:28])(=[O:37])=[O:32])[CH3:11]. The yield is 0.410. (6) The reactants are [C:1]([O:9][C@@H:10]([CH2:89][C:90]([Br:92])=[CH2:91])[CH2:11][CH2:12][C@@:13]12[O:88][C@@H:16]3[C@H:17]4[C@@H:22]([O:23][C@@H:15]3[CH2:14]1)[C@@H:21]([O:24]2)[C@H:20]1[O:25][C@@H:26]([CH2:29][C:30](=[O:87])[CH:31]([C@@H:41]2[C@@H:45]([O:46][CH3:47])[C@@H:44]([CH2:48][C@H:49]([O:59][Si:60]([C:63]([CH3:66])([CH3:65])[CH3:64])([CH3:62])[CH3:61])[CH2:50][O:51][Si:52]([C:55]([CH3:58])([CH3:57])[CH3:56])([CH3:54])[CH3:53])[O:43][C@H:42]2[CH2:67][C@@H:68]2[C:73](=[CH2:74])[C@H:72]([CH3:75])[CH2:71][C@H:70]([CH2:76][CH2:77][CH2:78][O:79][Si:80]([CH2:85][CH3:86])([CH2:83][CH3:84])[CH2:81][CH3:82])[O:69]2)S(C2C=CC=CC=2)(=O)=O)[CH2:27][CH2:28][C@@H:19]1[O:18]4)(=[O:8])[C:2]1[CH:7]=[CH:6][CH:5]=[CH:4][CH:3]=1.C(C(C(C([O-])=O)O)O)([O-])=O.[Na+].[K+].C(=O)([O-])[O-].[K+].[K+]. The catalyst is C1COCC1.CO.O. The product is [C:1]([O:9][C@@H:10]([CH2:89][C:90]([Br:92])=[CH2:91])[CH2:11][CH2:12][C@@:13]12[O:88][C@@H:16]3[C@H:17]4[C@@H:22]([O:23][C@@H:15]3[CH2:14]1)[C@@H:21]([O:24]2)[C@H:20]1[O:25][C@@H:26]([CH2:29][C:30](=[O:87])[CH2:31][C@@H:41]2[C@@H:45]([O:46][CH3:47])[C@@H:44]([CH2:48][C@H:49]([O:59][Si:60]([C:63]([CH3:65])([CH3:66])[CH3:64])([CH3:61])[CH3:62])[CH2:50][O:51][Si:52]([C:55]([CH3:58])([CH3:57])[CH3:56])([CH3:54])[CH3:53])[O:43][C@H:42]2[CH2:67][C@@H:68]2[C:73](=[CH2:74])[C@H:72]([CH3:75])[CH2:71][C@H:70]([CH2:76][CH2:77][CH2:78][O:79][Si:80]([CH2:81][CH3:82])([CH2:85][CH3:86])[CH2:83][CH3:84])[O:69]2)[CH2:27][CH2:28][C@@H:19]1[O:18]4)(=[O:8])[C:2]1[CH:3]=[CH:4][CH:5]=[CH:6][CH:7]=1. The yield is 0.880. (7) The reactants are [H-].[Na+].[O:3]1[CH2:8][CH2:7][CH2:6][CH2:5][CH:4]1[N:9]1[CH:13]=[C:12]([C:14]2[N:19]=[C:18]3[CH:20]=[CH:21][NH:22][C:17]3=[CH:16][CH:15]=2)[CH:11]=[N:10]1.S(O[CH2:34][CH:35]1[CH2:40][CH2:39][N:38]([C:41]([O:43][CH2:44][C:45]2[CH:50]=[CH:49][CH:48]=[CH:47][CH:46]=2)=[O:42])[CH2:37][CH2:36]1)(C1C=CC(C)=CC=1)(=O)=O.C(OCC)(=O)C.CCCCCC. The catalyst is CN(C=O)C. The product is [O:3]1[CH2:8][CH2:7][CH2:6][CH2:5][CH:4]1[N:9]1[CH:13]=[C:12]([C:14]2[N:19]=[C:18]3[CH:20]=[CH:21][N:22]([CH2:34][CH:35]4[CH2:40][CH2:39][N:38]([C:41]([O:43][CH2:44][C:45]5[CH:46]=[CH:47][CH:48]=[CH:49][CH:50]=5)=[O:42])[CH2:37][CH2:36]4)[C:17]3=[CH:16][CH:15]=2)[CH:11]=[N:10]1. The yield is 0.422. (8) The reactants are [F:1][C:2]1[CH:11]=[C:10]2[C:5]([CH:6]=[CH:7][CH:8]=[N:9]2)=[CH:4][C:3]=1[CH2:12][N:13]1[C:21]2[C:16](=[N:17][CH:18]=[C:19]([C:22](=O)[CH3:23])[N:20]=2)[N:15]=[N:14]1.Cl.[NH2:26][O:27][CH2:28][CH2:29][OH:30]. The catalyst is CO. The product is [OH:30][CH2:29][CH2:28][O:27][N:26]=[C:22]([C:19]1[N:20]=[C:21]2[N:13]([CH2:12][C:3]3[CH:4]=[C:5]4[C:10](=[CH:11][C:2]=3[F:1])[N:9]=[CH:8][CH:7]=[CH:6]4)[N:14]=[N:15][C:16]2=[N:17][CH:18]=1)[CH3:23]. The yield is 0.710. (9) The reactants are [Cl-].[Al+3].[Cl-].[Cl-].[Br:5][C:6]1[CH:11]=[C:10]([O:12]CC2C=CC=CC=2)[CH:9]=[C:8]([Br:20])[CH:7]=1.CN(C)C1C=CC=CC=1. The catalyst is C(Cl)Cl. The product is [Br:5][C:6]1[CH:11]=[C:10]([OH:12])[CH:9]=[C:8]([Br:20])[CH:7]=1. The yield is 0.820.